This data is from Reaction yield outcomes from USPTO patents with 853,638 reactions. The task is: Predict the reaction yield, written as a fraction of the theoretical maximum amount of product (1.0 means a 100% yield; for example, 0.34 means a 34% yield). (1) The reactants are CC1(C)[O:6][C@@H:5]([CH2:7][O:8][NH:9][C:10]([C:12]2[N:20]([CH2:21][C:22]3[CH:27]=[CH:26][C:25]([I:28])=[CH:24][C:23]=3[F:29])[C:15]3=[CH:16][N:17]=[CH:18][CH:19]=[C:14]3[CH:13]=2)=[O:11])[CH2:4][O:3]1.Cl. No catalyst specified. The product is [OH:6][C@H:5]([CH2:4][OH:3])[CH2:7][O:8][NH:9][C:10]([C:12]1[N:20]([CH2:21][C:22]2[CH:27]=[CH:26][C:25]([I:28])=[CH:24][C:23]=2[F:29])[C:15]2=[CH:16][N:17]=[CH:18][CH:19]=[C:14]2[CH:13]=1)=[O:11]. The yield is 0.490. (2) The reactants are C(OC([N:8]([C:28]1[S:29][CH2:30][CH2:31][N:32]=1)[N:9]([CH2:16][C:17]1[CH:22]=[CH:21][C:20]([Cl:23])=[C:19]([C:24]([F:27])([F:26])[F:25])[CH:18]=1)[C:10]1[CH:15]=[CH:14][CH:13]=[CH:12][CH:11]=1)=O)(C)(C)C.FC(F)(F)C(O)=O. The catalyst is C(Cl)Cl. The product is [Cl:23][C:20]1[CH:21]=[CH:22][C:17]([CH2:16][N:9]([C:10]2[CH:15]=[CH:14][CH:13]=[CH:12][CH:11]=2)[NH:8][C:28]2[S:29][CH2:30][CH2:31][N:32]=2)=[CH:18][C:19]=1[C:24]([F:27])([F:25])[F:26]. The yield is 0.280. (3) The reactants are [CH2:1]([O:8][CH2:9][CH2:10][N:11]1[C:15]2=[N:16][C:17]([C:20]([O:22][CH2:23][CH3:24])=[O:21])=[CH:18][CH:19]=[C:14]2[C:13]([CH:25]2[CH2:30][CH2:29][CH2:28][CH2:27][CH2:26]2)=[C:12]1Br)[C:2]1[CH:7]=[CH:6][CH:5]=[CH:4][CH:3]=1.[CH3:32][O:33][CH2:34][O:35][C:36]1[CH:41]=[C:40]([O:42][CH2:43][O:44][CH3:45])[CH:39]=[CH:38][C:37]=1B(O)O.[Cl-].[Li+].C(=O)([O-])[O-].[Na+].[Na+]. The catalyst is COCCOC.C1C=CC([P]([Pd]([P](C2C=CC=CC=2)(C2C=CC=CC=2)C2C=CC=CC=2)([P](C2C=CC=CC=2)(C2C=CC=CC=2)C2C=CC=CC=2)[P](C2C=CC=CC=2)(C2C=CC=CC=2)C2C=CC=CC=2)(C2C=CC=CC=2)C2C=CC=CC=2)=CC=1.O. The product is [CH2:1]([O:8][CH2:9][CH2:10][N:11]1[C:15]2=[N:16][C:17]([C:20]([O:22][CH2:23][CH3:24])=[O:21])=[CH:18][CH:19]=[C:14]2[C:13]([CH:25]2[CH2:30][CH2:29][CH2:28][CH2:27][CH2:26]2)=[C:12]1[C:39]1[CH:38]=[CH:37][C:36]([O:35][CH2:34][O:33][CH3:32])=[CH:41][C:40]=1[O:42][CH2:43][O:44][CH3:45])[C:2]1[CH:7]=[CH:6][CH:5]=[CH:4][CH:3]=1. The yield is 0.990. (4) The reactants are [CH3:1][C:2]1([CH3:15])[C:11]2[C:6](=[CH:7][C:8]([N+:12]([O-:14])=[O:13])=[CH:9][CH:10]=2)[NH:5][CH2:4][CH2:3]1.[CH3:16][C:17]([O:20][C:21](O[C:21]([O:20][C:17]([CH3:19])([CH3:18])[CH3:16])=[O:22])=[O:22])([CH3:19])[CH3:18]. No catalyst specified. The product is [C:17]([O:20][C:21]([N:5]1[C:6]2[C:11](=[CH:10][CH:9]=[C:8]([N+:12]([O-:14])=[O:13])[CH:7]=2)[C:2]([CH3:15])([CH3:1])[CH2:3][CH2:4]1)=[O:22])([CH3:19])([CH3:18])[CH3:16]. The yield is 0.220. (5) The reactants are [NH2:1][C:2]1[C:3]([N:23]2[CH2:28][CH2:27][N:26]([C:29]3[CH:34]=[CH:33][CH:32]=[CH:31][C:30]=3[CH3:35])[CH2:25][CH2:24]2)=[CH:4][C:5]([CH:20]2[CH2:22][CH2:21]2)=[C:6]([CH:19]=1)[C:7]([NH:9][CH2:10][CH2:11][CH2:12][N:13]1[CH2:17][CH2:16][CH2:15][C:14]1=[O:18])=[O:8].[CH:36]1([C:39]2[O:40][CH:41]=[C:42]([C:44](O)=[O:45])[N:43]=2)[CH2:38][CH2:37]1.C(N(CC)C(C)C)(C)C.CN(C(ON1N=NC2C=CC=NC1=2)=[N+](C)C)C.F[P-](F)(F)(F)(F)F. The catalyst is CN(C)C=O.O. The product is [CH:20]1([C:5]2[C:6]([C:7](=[O:8])[NH:9][CH2:10][CH2:11][CH2:12][N:13]3[CH2:17][CH2:16][CH2:15][C:14]3=[O:18])=[CH:19][C:2]([NH:1][C:44]([C:42]3[N:43]=[C:39]([CH:36]4[CH2:38][CH2:37]4)[O:40][CH:41]=3)=[O:45])=[C:3]([N:23]3[CH2:24][CH2:25][N:26]([C:29]4[CH:34]=[CH:33][CH:32]=[CH:31][C:30]=4[CH3:35])[CH2:27][CH2:28]3)[CH:4]=2)[CH2:21][CH2:22]1. The yield is 0.298.